Predict the reaction yield, written as a fraction of the theoretical maximum amount of product (1.0 means a 100% yield; for example, 0.34 means a 34% yield). From a dataset of Reaction yield outcomes from USPTO patents with 853,638 reactions. The reactants are [C:1]([O:5][C:6]([N:8]1[C:16]2[CH2:15][CH2:14][N:13]([C:17](=S)[CH2:18][C:19]([CH:21]3[CH2:23][CH2:22]3)=O)[CH2:12][C:11]=2[CH:10]=[C:9]1[C:25]1[C:30]([F:31])=[CH:29][CH:28]=[CH:27][C:26]=1[F:32])=[O:7])([CH3:4])([CH3:3])[CH3:2].C(OC(N1C2NCC(C(=S)CC(C3CC3)=S)CC=2C=C1C1C(F)=CC=CC=1F)=O)(C)(C)C.[CH3:65][NH:66][NH2:67]. The catalyst is CCO. The product is [C:1]([O:5][C:6]([N:8]1[C:16]2[CH2:15][CH2:14][N:13]([C:17]3[N:66]([CH3:65])[N:67]=[C:19]([CH:21]4[CH2:23][CH2:22]4)[CH:18]=3)[CH2:12][C:11]=2[CH:10]=[C:9]1[C:25]1[C:26]([F:32])=[CH:27][CH:28]=[CH:29][C:30]=1[F:31])=[O:7])([CH3:3])([CH3:2])[CH3:4].[C:1]([O:5][C:6]([N:8]1[C:16]2[CH2:15][CH2:14][N:13]([C:17]3[CH:18]=[C:19]([CH:21]4[CH2:23][CH2:22]4)[N:66]([CH3:65])[N:67]=3)[CH2:12][C:11]=2[CH:10]=[C:9]1[C:25]1[C:26]([F:32])=[CH:27][CH:28]=[CH:29][C:30]=1[F:31])=[O:7])([CH3:3])([CH3:2])[CH3:4]. The yield is 0.210.